Dataset: Forward reaction prediction with 1.9M reactions from USPTO patents (1976-2016). Task: Predict the product of the given reaction. Given the reactants C[O:2][C:3]([C:5]1[CH:42]=[CH:41][C:8]([CH2:9][O:10][C:11]([N:13]2[CH2:17][CH:16]([CH2:18][C:19]([CH3:22])([CH3:21])[CH3:20])[C:15]3([C:30]4[C:25](=[CH:26][C:27]([Cl:31])=[CH:28][CH:29]=4)[NH:24][C:23]3=[O:32])[CH:14]2[C:33]2[CH:38]=[CH:37][CH:36]=[C:35]([Cl:39])[C:34]=2[F:40])=[O:12])=[CH:7][CH:6]=1)=[O:4].[Li+].[OH-].CO, predict the reaction product. The product is: [C:3]([C:5]1[CH:42]=[CH:41][C:8]([CH2:9][O:10][C:11]([N:13]2[CH2:17][CH:16]([CH2:18][C:19]([CH3:22])([CH3:21])[CH3:20])[C:15]3([C:30]4[C:25](=[CH:26][C:27]([Cl:31])=[CH:28][CH:29]=4)[NH:24][C:23]3=[O:32])[CH:14]2[C:33]2[CH:38]=[CH:37][CH:36]=[C:35]([Cl:39])[C:34]=2[F:40])=[O:12])=[CH:7][CH:6]=1)([OH:4])=[O:2].